This data is from Forward reaction prediction with 1.9M reactions from USPTO patents (1976-2016). The task is: Predict the product of the given reaction. (1) The product is: [CH3:34][S:35]([CH2:18][CH2:17][N:16]([C@H:25]1[CH2:26][CH2:27][C@H:28]([CH3:31])[CH2:29][CH2:30]1)[C:14](=[O:15])[NH:13][C:11]1[S:12][C:8]([S:7][CH2:2][C:3]([OH:5])=[O:4])=[CH:9][N:10]=1)(=[O:37])=[O:36]. Given the reactants C[C:2]([S:7][C:8]1[S:12][C:11]([NH:13][C:14]([N:16]([C@H:25]2[CH2:30][CH2:29][C@H:28]([CH3:31])[CH2:27][CH2:26]2)[CH2:17][CH2:18]C2C=CC=CC=2)=[O:15])=[N:10][CH:9]=1)(C)[C:3]([OH:5])=[O:4].ClC[CH2:34][S:35](C)(=[O:37])=[O:36].C(OC(=O)CSC1SC(N)=NC=1)C, predict the reaction product. (2) Given the reactants C(OC(=O)[NH:7][C:8]1[CH:9]=[N:10][C:11]([S:38]([CH3:41])(=[O:40])=[O:39])=[CH:12][C:13]=1[C:14]#[C:15][CH2:16][C@@:17]([OH:37])([C:33]([F:36])([F:35])[F:34])[CH2:18][C:19]([C:22]1[CH:27]=[CH:26][C:25]([Cl:28])=[CH:24][C:23]=1[S:29]([CH3:32])(=[O:31])=[O:30])([CH3:21])[CH3:20])(C)(C)C.C1CCN2C(=NCCC2)CC1.[Cl-].[NH4+], predict the reaction product. The product is: [Cl:28][C:25]1[CH:26]=[CH:27][C:22]([C:19]([CH3:21])([CH3:20])[CH2:18][C@:17]([CH2:16][C:15]2[NH:7][C:8]3=[CH:9][N:10]=[C:11]([S:38]([CH3:41])(=[O:40])=[O:39])[CH:12]=[C:13]3[CH:14]=2)([OH:37])[C:33]([F:36])([F:35])[F:34])=[C:23]([S:29]([CH3:32])(=[O:30])=[O:31])[CH:24]=1. (3) Given the reactants [CH3:1][O:2][C:3]1[CH:20]=[CH:19][C:6]([CH2:7][N:8]2[CH:17]=[C:16]3[C:10]([NH:11][CH2:12][CH:13]=[CH:14][C:15]3=[O:18])=[N:9]2)=[CH:5][CH:4]=1.C([O-])=O.[NH4+], predict the reaction product. The product is: [CH3:1][O:2][C:3]1[CH:4]=[CH:5][C:6]([CH2:7][N:8]2[CH:17]=[C:16]3[C:10]([NH:11][CH2:12][CH2:13][CH2:14][C:15]3=[O:18])=[N:9]2)=[CH:19][CH:20]=1. (4) Given the reactants [F:1][C:2]1[C:7]([NH:8][S:9]([CH2:12][CH2:13][CH3:14])(=[O:11])=[O:10])=[CH:6][CH:5]=[C:4]([F:15])[C:3]=1[NH:16][C:17](=[O:25])OC1C=CC=CC=1.[F:26][C:27]1[CH:32]=[CH:31][C:30]([NH:33][C:34]2[N:39]=[C:38]([NH2:40])[N:37]=[CH:36][N:35]=2)=[CH:29][CH:28]=1.CS(C)=O, predict the reaction product. The product is: [F:1][C:2]1[C:3]([NH:16][C:17]([NH:40][C:38]2[N:39]=[C:34]([NH:33][C:30]3[CH:29]=[CH:28][C:27]([F:26])=[CH:32][CH:31]=3)[N:35]=[CH:36][N:37]=2)=[O:25])=[C:4]([F:15])[CH:5]=[CH:6][C:7]=1[NH:8][S:9]([CH2:12][CH2:13][CH3:14])(=[O:10])=[O:11]. (5) The product is: [OH:65][CH2:64][CH:63]([CH3:66])[CH2:62][N:60]1[CH:61]=[C:57]([C:54]2[N:53]=[C:52]([C:67](=[O:68])[NH:69][CH3:70])[C:51]([NH:50][C:26]3[C:27]([C:28]([F:29])([F:30])[F:31])=[CH:22][N:23]=[C:24]([NH:32][C:33]4[CH:47]=[CH:46][C:36]([CH2:37][P:38](=[O:45])([O:42][CH2:43][CH3:44])[O:39][CH2:40][CH3:41])=[CH:35][C:34]=4[O:48][CH3:49])[N:25]=3)=[CH:56][CH:55]=2)[CH:58]=[N:59]1. Given the reactants OCCCN1C=C(C2C=CC(N[C:22]3[C:27]([C:28]([F:31])([F:30])[F:29])=[CH:26][N:25]=[C:24]([NH:32][C:33]4[CH:47]=[CH:46][C:36]([CH2:37][P:38](=[O:45])([O:42][CH2:43][CH3:44])[O:39][CH2:40][CH3:41])=[CH:35][C:34]=4[O:48][CH3:49])[N:23]=3)=C3C=2CN(C)C3=O)C=N1.[NH2:50][C:51]1[C:52]([C:67]([NH:69][CH3:70])=[O:68])=[N:53][C:54]([C:57]2[CH:58]=[N:59][N:60]([CH2:62][CH:63]([CH3:66])[CH2:64][OH:65])[CH:61]=2)=[CH:55][CH:56]=1, predict the reaction product. (6) Given the reactants Cl[C:2]1[CH:10]=[CH:9][CH:8]=[C:7]2[C:3]=1[C:4](=[N:12][C@@H](C)CSC)[O:5][C:6]2=[O:11].FC(F)(F)C1C=C(C=C(C(F)(F)F)C=1)CC1[N:29]=C(C)C(N)=CC=1, predict the reaction product. The product is: [C:6]([NH2:29])(=[O:11])[C:7]1[C:3](=[CH:2][CH:10]=[CH:9][CH:8]=1)[C:4]([NH2:12])=[O:5].